Dataset: Full USPTO retrosynthesis dataset with 1.9M reactions from patents (1976-2016). Task: Predict the reactants needed to synthesize the given product. (1) Given the product [CH2:13]([O:12][C:2]1[C:7]2[CH2:8][CH2:9][CH2:10][C:6]=2[N:5]=[C:4]([NH2:11])[N:3]=1)[CH3:14], predict the reactants needed to synthesize it. The reactants are: Cl[C:2]1[C:7]2[CH2:8][CH2:9][CH2:10][C:6]=2[N:5]=[C:4]([NH2:11])[N:3]=1.[O-:12][CH2:13][CH3:14].[Na+]. (2) Given the product [CH:6]([C:5]1[NH:13][C:12](=[O:11])[N:8]([CH2:7][C:6]2[CH:9]=[CH:10][C:3]([O:2][CH3:1])=[CH:4][CH:5]=2)[CH:4]=1)([CH3:9])[CH3:7], predict the reactants needed to synthesize it. The reactants are: [CH3:1][O:2][C:3]1[CH:10]=[CH:9][C:6]([CH2:7][NH2:8])=[CH:5][CH:4]=1.[O-:11][C:12]#[N:13].[Na+]. (3) Given the product [CH3:52][O:51][CH:34]([O:33][CH3:32])[C:35]1[C:40]([O:41][CH2:42][O:43][CH3:44])=[C:39]([C:45]([F:46])([F:47])[F:48])[CH:38]=[CH:37][C:36]=1[CH2:49][O:50][C:54]1[CH:55]=[CH:56][C:57]([C:60]2[CH:65]=[CH:64][C:63]([CH2:66][C:67]([O:69][CH3:70])=[O:68])=[CH:62][CH:61]=2)=[CH:58][CH:59]=1, predict the reactants needed to synthesize it. The reactants are: N(C(N1CCCCC1)=O)=NC(N1CCCCC1)=O.C(P(CCCC)CCCC)CCC.[CH3:32][O:33][CH:34]([O:51][CH3:52])[C:35]1[C:40]([O:41][CH2:42][O:43][CH3:44])=[C:39]([C:45]([F:48])([F:47])[F:46])[CH:38]=[CH:37][C:36]=1[CH2:49][OH:50].O[C:54]1[CH:59]=[CH:58][C:57]([C:60]2[CH:65]=[CH:64][C:63]([CH2:66][C:67]([O:69][CH3:70])=[O:68])=[CH:62][CH:61]=2)=[CH:56][CH:55]=1. (4) Given the product [Cl:3][C:4]1[CH:5]=[C:6]([CH:22]=[CH:23][C:24]=1[Cl:25])[CH2:7][NH:8][C:9]1[C:18]2[C:13](=[C:14]([S:19]([CH3:20])=[O:1])[CH:15]=[CH:16][CH:17]=2)[N:12]=[C:11]([CH3:21])[CH:10]=1, predict the reactants needed to synthesize it. The reactants are: [OH:1]O.[Cl:3][C:4]1[CH:5]=[C:6]([CH:22]=[CH:23][C:24]=1[Cl:25])[CH2:7][NH:8][C:9]1[C:18]2[C:13](=[C:14]([S:19][CH3:20])[CH:15]=[CH:16][CH:17]=2)[N:12]=[C:11]([CH3:21])[CH:10]=1. (5) Given the product [Cl:36][C:29]1[C:30]([C:32]([F:35])([F:33])[F:34])=[CH:31][C:26]([O:21][C:17]2[C:18]([F:20])=[CH:19][C:14]([C:13]([NH:12][S:9](=[O:11])(=[O:10])[N:8]([CH3:24])[CH3:7])=[O:23])=[C:15]([F:22])[CH:16]=2)=[N:27][CH:28]=1, predict the reactants needed to synthesize it. The reactants are: C(=O)([O-])[O-].[Cs+].[Cs+].[CH3:7][N:8]([CH3:24])[S:9]([NH:12][C:13](=[O:23])[C:14]1[CH:19]=[C:18]([F:20])[C:17]([OH:21])=[CH:16][C:15]=1[F:22])(=[O:11])=[O:10].Cl[C:26]1[CH:31]=[C:30]([C:32]([F:35])([F:34])[F:33])[C:29]([Cl:36])=[CH:28][N:27]=1. (6) The reactants are: [CH3:1][C:2]1[N:3]=[C:4]([C:10]2[CH:15]=[CH:14][C:13]([C:16]([F:19])([F:18])[F:17])=[CH:12][CH:11]=2)[S:5][C:6]=1[C:7](O)=[O:8].O. Given the product [CH3:1][C:2]1[N:3]=[C:4]([C:10]2[CH:11]=[CH:12][C:13]([C:16]([F:19])([F:17])[F:18])=[CH:14][CH:15]=2)[S:5][C:6]=1[CH2:7][OH:8], predict the reactants needed to synthesize it. (7) Given the product [NH2:1][C:2](=[O:20])[CH2:3][C:4]1[CH:9]=[CH:8][CH:7]=[CH:6][C:5]=1[NH:10][C:11]([C:12]1[CH:13]=[C:14]([C:28]2[CH:27]=[CH:26][CH:25]=[C:24]([CH2:23][NH2:22])[CH:29]=2)[CH:15]=[CH:16][CH:17]=1)=[O:19], predict the reactants needed to synthesize it. The reactants are: [NH2:1][C:2](=[O:20])[CH2:3][C:4]1[CH:9]=[CH:8][CH:7]=[CH:6][C:5]=1[NH:10][C:11](=[O:19])[C:12]1[CH:17]=[CH:16][CH:15]=[C:14](Br)[CH:13]=1.Cl.[NH2:22][CH2:23][C:24]1[CH:25]=[C:26](B(O)O)[CH:27]=[CH:28][CH:29]=1.C(Cl)Cl.[O-]P([O-])([O-])=O.[K+].[K+].[K+]. (8) Given the product [CH2:6]([N:11]1[CH2:16][CH2:15][NH:14][CH2:13][CH2:12]1)[CH2:7][CH2:8][C:9]#[CH:10], predict the reactants needed to synthesize it. The reactants are: CS(O[CH2:6][CH2:7][CH2:8][C:9]#[CH:10])(=O)=O.[NH:11]1[CH2:16][CH2:15][NH:14][CH2:13][CH2:12]1. (9) The reactants are: [CH:1]([C:4]1[CH:5]=[C:6]([NH:10][C:11]([NH:13][C:14](=[O:18])[O:15][CH2:16][CH3:17])=[S:12])[CH:7]=[CH:8][CH:9]=1)([CH3:3])[CH3:2].C(=O)([O-])[O-].[K+].[K+].[CH2:25](I)[CH3:26]. Given the product [CH2:25]([S:12][CH:11]([NH:13][C:14](=[O:18])[O:15][CH2:16][CH3:17])[NH:10][C:6]1[CH:7]=[CH:8][CH:9]=[C:4]([CH:1]([CH3:3])[CH3:2])[CH:5]=1)[CH3:26], predict the reactants needed to synthesize it. (10) Given the product [CH:13]([N:11]1[CH:12]=[C:8]([C:5]2[CH:6]=[CH:7][C:2]([B:16]3[O:20][C:19]([CH3:22])([CH3:21])[C:18]([CH3:24])([CH3:23])[O:17]3)=[CH:3][CH:4]=2)[CH:9]=[N:10]1)([CH3:15])[CH3:14], predict the reactants needed to synthesize it. The reactants are: Cl[C:2]1[CH:7]=[CH:6][C:5]([C:8]2[CH:9]=[N:10][N:11]([CH:13]([CH3:15])[CH3:14])[CH:12]=2)=[CH:4][CH:3]=1.[B:16]1([B:16]2[O:20][C:19]([CH3:22])([CH3:21])[C:18]([CH3:24])([CH3:23])[O:17]2)[O:20][C:19]([CH3:22])([CH3:21])[C:18]([CH3:24])([CH3:23])[O:17]1.CC(C1C=C(C(C)C)C(C2C=CC=CC=2P(C2CCCCC2)C2CCCCC2)=C(C(C)C)C=1)C.C([O-])(=O)C.[K+].